From a dataset of Full USPTO retrosynthesis dataset with 1.9M reactions from patents (1976-2016). Predict the reactants needed to synthesize the given product. (1) The reactants are: Cl[C:2]1[N:7]=[C:6]2[NH:8][N:9]=[C:10]([C:11]3[CH:16]=[C:15]([F:17])[CH:14]=[CH:13][C:12]=3[O:18][CH3:19])[C:5]2=[CH:4][N:3]=1.C(=O)(O)[O-].[Na+].[CH3:25][S:26]([N:29]1[CH2:34][CH2:33][CH:32]([NH2:35])[CH2:31][CH2:30]1)(=[O:28])=[O:27].O. Given the product [F:17][C:15]1[CH:14]=[CH:13][C:12]([O:18][CH3:19])=[C:11]([C:10]2[C:5]3[C:6](=[N:7][C:2]([NH:35][CH:32]4[CH2:33][CH2:34][N:29]([S:26]([CH3:25])(=[O:28])=[O:27])[CH2:30][CH2:31]4)=[N:3][CH:4]=3)[NH:8][N:9]=2)[CH:16]=1, predict the reactants needed to synthesize it. (2) Given the product [NH2:22][C:21]1[C:12]([N:8]2[CH:9]=[CH:10][N:11]=[C:7]2[CH:1]2[CH2:6][CH2:5][CH2:4][CH2:3][CH2:2]2)=[CH:13][C:14]([O:25][CH3:26])=[C:15]([CH:20]=1)[C:16]([O:18][CH3:19])=[O:17], predict the reactants needed to synthesize it. The reactants are: [CH:1]1([C:7]2[N:8]([C:12]3[C:21]([N+:22]([O-])=O)=[CH:20][C:15]([C:16]([O:18][CH3:19])=[O:17])=[C:14]([O:25][CH3:26])[CH:13]=3)[CH:9]=[CH:10][N:11]=2)[CH2:6][CH2:5][CH2:4][CH2:3][CH2:2]1.C(O)(=O)C.[O-]S([O-])(=S)=O.[Na+].[Na+].N.